Task: Predict the reactants needed to synthesize the given product.. Dataset: Full USPTO retrosynthesis dataset with 1.9M reactions from patents (1976-2016) (1) Given the product [F:20][C:19]([F:21])([F:22])[O:18][C:15]1[CH:16]=[CH:17][C:12]([N:2]2[CH2:7][CH2:6][CH:5]([C@H:8]([OH:10])[CH3:9])[CH2:4][CH2:3]2)=[CH:13][CH:14]=1, predict the reactants needed to synthesize it. The reactants are: Cl.[NH:2]1[CH2:7][CH2:6][CH:5]([C@H:8]([OH:10])[CH3:9])[CH2:4][CH2:3]1.I[C:12]1[CH:17]=[CH:16][C:15]([O:18][C:19]([F:22])([F:21])[F:20])=[CH:14][CH:13]=1. (2) Given the product [CH:1]1([N:6]2[CH2:12][C:11]([F:14])([F:13])[C:10](=[O:15])[N:9]([CH3:16])[C:8]3[CH:17]=[N:18][C:19]([NH:21][C:22]4[CH:30]=[CH:29][C:25]([C:26]([NH:51][CH:48]5[CH2:49][CH2:50][N:45]([CH2:44][C:43]([F:53])([F:42])[F:52])[CH2:46][CH2:47]5)=[O:27])=[CH:24][C:23]=4[O:31][CH3:32])=[N:20][C:7]2=3)[CH2:2][CH2:3][CH2:4][CH2:5]1, predict the reactants needed to synthesize it. The reactants are: [CH:1]1([N:6]2[CH2:12][C:11]([F:14])([F:13])[C:10](=[O:15])[N:9]([CH3:16])[C:8]3[CH:17]=[N:18][C:19]([NH:21][C:22]4[CH:30]=[CH:29][C:25]([C:26](O)=[O:27])=[CH:24][C:23]=4[O:31][CH3:32])=[N:20][C:7]2=3)[CH2:5][CH2:4][CH2:3][CH2:2]1.C(N(C(C)C)C(C)C)C.[F:42][C:43]([F:53])([F:52])[CH2:44][N:45]1[CH2:50][CH2:49][CH:48]([NH2:51])[CH2:47][CH2:46]1.Cl. (3) Given the product [F:11][C:3]1[C:2]([CH:20]=[O:21])=[CH:10][CH:9]=[C:8]2[C:4]=1[CH:5]=[N:6][NH:7]2, predict the reactants needed to synthesize it. The reactants are: Br[C:2]1[C:3]([F:11])=[C:4]2[C:8](=[CH:9][CH:10]=1)[NH:7][N:6]=[CH:5]2.[H-].[Na+].C([Li])CCC.Cl.[C:20](=O)(O)[O-:21].[Na+]. (4) Given the product [CH3:10][O:11][C:12]1[CH:17]=[CH:16][C:15]([C:18]2[CH:21]=[N:8][O:20][CH:19]=2)=[CH:14][CH:13]=1, predict the reactants needed to synthesize it. The reactants are: C(=O)([O-])[O-].[K+].[K+].Cl.[NH2:8]O.[CH3:10][O:11][C:12]1[CH:17]=[CH:16][C:15](/[C:18](/[CH:21]=O)=[CH:19]/[OH:20])=[CH:14][CH:13]=1. (5) Given the product [CH:1]12[CH2:7][CH:4]([CH2:5][CH2:6]1)[CH2:3][CH:2]2[N:8]1[C:13]2=[N:14][C:15]([NH:22][C:23]3[CH:24]=[CH:25][C:26]([N:29]4[CH2:30][CH2:31][N:32]([CH3:35])[CH2:33][CH2:34]4)=[CH:27][CH:28]=3)=[N:16][CH:17]=[C:12]2[CH2:11][NH:10][C:9]1=[O:21], predict the reactants needed to synthesize it. The reactants are: [CH:1]12[CH2:7][CH:4]([CH2:5][CH2:6]1)[CH2:3][CH:2]2[N:8]1[C:13]2=[N:14][C:15](S(C)=O)=[N:16][CH:17]=[C:12]2[CH2:11][NH:10][C:9]1=[O:21].[NH2:22][C:23]1[CH:28]=[CH:27][C:26]([N:29]2[CH2:34][CH2:33][N:32]([CH3:35])[CH2:31][CH2:30]2)=[CH:25][CH:24]=1.FC(F)(F)C(O)=O. (6) Given the product [Cl:1][C:2]1[CH:3]=[C:4]([N:17]([C:28]2[CH:33]=[CH:32][C:31]([F:34])=[CH:30][C:29]=2[CH3:35])[C:18]([O:20][CH:21]([O:23][C:24](=[O:27])[CH:25]([O:70][C:67](=[O:69])[CH3:68])[CH3:26])[CH3:22])=[O:19])[CH:5]=[CH:6][C:7]=1[C:8](=[O:16])[C:9]1[CH:14]=[CH:13][CH:12]=[CH:11][C:10]=1[CH3:15], predict the reactants needed to synthesize it. The reactants are: [Cl:1][C:2]1[CH:3]=[C:4]([N:17]([C:28]2[CH:33]=[CH:32][C:31]([F:34])=[CH:30][C:29]=2[CH3:35])[C:18]([O:20][CH:21]([O:23][C:24](=[O:27])[CH2:25][CH3:26])[CH3:22])=[O:19])[CH:5]=[CH:6][C:7]=1[C:8](=[O:16])[C:9]1[CH:14]=[CH:13][CH:12]=[CH:11][C:10]=1[CH3:15].ClC(OC(=O)N(C1C=CC(C(=O)C2C=CC=CC=2C)=C(Cl)C=1)C1C=CC(F)=CC=1C)C.[C:67]([O:70][CH:68](C)[C:67]([O-:70])=[O:69])(=[O:69])[CH3:68].C([N+](CCCC)(CCCC)CCCC)CCC. (7) Given the product [CH3:23][O:22][C:20](=[O:21])[CH2:19][C@H:16]1[C:15]2[CH:24]=[CH:25][C:12]([O:11][C@H:9]3[C:10]4[C:6](=[C:5]([O:29][C:30]5[CH:31]=[CH:32][C:33]6[O:37][C:36]([CH3:38])=[N:35][C:34]=6[CH:39]=5)[CH:4]=[CH:3][C:2]=4[F:1])[CH2:7][CH2:8]3)=[CH:13][C:14]=2[O:18][CH2:17]1, predict the reactants needed to synthesize it. The reactants are: [F:1][C:2]1[CH:3]=[CH:4][C:5](B(O)O)=[C:6]2[C:10]=1[C@H:9]([O:11][C:12]1[CH:25]=[CH:24][C:15]3[C@H:16]([CH2:19][C:20]([O:22][CH3:23])=[O:21])[CH2:17][O:18][C:14]=3[CH:13]=1)[CH2:8][CH2:7]2.[OH:29][C:30]1[CH:31]=[CH:32][C:33]2[O:37][C:36]([CH3:38])=[N:35][C:34]=2[CH:39]=1. (8) Given the product [CH2:1]1[C:10]2[C:5](=[CH:6][C:7]([OH:12])=[CH:8][C:9]=2[OH:11])[O:4][C@@H:3]([C:13]2[C:20]3[C:18](=[C:24]([OH:25])[C:23]([CH:22]=[C:21]([C@H:27]4[O:36][C:35]5[C:30](=[C:31]([OH:38])[CH:32]=[C:33]([OH:37])[CH:34]=5)[CH2:29][C@H:28]4[O:39][C:40]([C:42]4[CH:43]=[C:44]([OH:50])[C:45]([OH:49])=[C:46]([OH:48])[CH:47]=4)=[O:41])[CH:19]=3)=[O:26])[C:17]([OH:51])=[C:15]([OH:16])[CH:14]=2)[C@H:2]1[OH:52].[CH2:29]1[C:30]2[C:35](=[CH:34][C:33]([OH:37])=[CH:32][C:31]=2[OH:38])[O:36][C@H:27]([C:21]2[CH:19]=[C:70]3[C:65]([C@H:55]4[O:56][C:57]5[C:62](=[C:61]([OH:63])[CH:60]=[C:59]([OH:64])[CH:58]=5)[CH2:53][C@H:54]4[O:74][C:75]([C:77]4[CH:82]=[C:81]([OH:83])[C:80]([OH:84])=[C:79]([OH:85])[CH:78]=4)=[O:76])=[CH:66][C:67]([OH:73])=[C:68]([OH:72])[C:69]3=[C:24]([OH:25])[C:23](=[O:26])[CH:22]=2)[C@@H:28]1[O:39][C:40]([C:42]1[CH:43]=[C:44]([OH:50])[C:45]([OH:49])=[C:46]([OH:48])[CH:47]=1)=[O:41], predict the reactants needed to synthesize it. The reactants are: [CH2:1]1[C:10]2[C:5](=[CH:6][C:7]([OH:12])=[CH:8][C:9]=2[OH:11])[O:4][C@H:3]([C:13]2[CH:20]=[C:19]3[C:21]([C@@H:27]4[O:36][C:35]5[C:30](=[C:31]([OH:38])[CH:32]=[C:33]([OH:37])[CH:34]=5)[CH2:29][C@@H:28]4[O:39][C:40]([C:42]4[CH:47]=[C:46]([OH:48])[C:45]([OH:49])=[C:44]([OH:50])[CH:43]=4)=[O:41])=[CH:22][C:23]([OH:26])=[C:24]([OH:25])[C:18]3=[C:17]([OH:51])[C:15](=[O:16])[CH:14]=2)[C@@H:2]1[OH:52].[CH2:53]1[C:62]2[C:57](=[CH:58][C:59]([OH:64])=[CH:60][C:61]=2[OH:63])[O:56][C@H:55]([C:65]2[CH:70]=[C:69](O)[C:68]([OH:72])=[C:67]([OH:73])[CH:66]=2)[C@@H:54]1[O:74][C:75]([C:77]1[CH:82]=[C:81]([OH:83])[C:80]([OH:84])=[C:79]([OH:85])[CH:78]=1)=[O:76].